This data is from NCI-60 drug combinations with 297,098 pairs across 59 cell lines. The task is: Regression. Given two drug SMILES strings and cell line genomic features, predict the synergy score measuring deviation from expected non-interaction effect. Drug 1: CC(CN1CC(=O)NC(=O)C1)N2CC(=O)NC(=O)C2. Drug 2: CNC(=O)C1=NC=CC(=C1)OC2=CC=C(C=C2)NC(=O)NC3=CC(=C(C=C3)Cl)C(F)(F)F. Cell line: NCI-H322M. Synergy scores: CSS=8.45, Synergy_ZIP=-6.58, Synergy_Bliss=-1.89, Synergy_Loewe=-14.8, Synergy_HSA=-3.12.